This data is from Full USPTO retrosynthesis dataset with 1.9M reactions from patents (1976-2016). The task is: Predict the reactants needed to synthesize the given product. (1) Given the product [NH2:37][C:35]1[CH:34]=[CH:33][C:32]2[N:27]([CH2:23][CH:24]([CH3:25])[CH3:26])[CH2:28][CH2:29][O:30][C:31]=2[CH:36]=1, predict the reactants needed to synthesize it. The reactants are: C(N1C2=CC3C(C(F)(F)F)=CC(=O)NC=3C=C2OCC1)CC.[CH2:23]([N:27]1[C:32]2[CH:33]=[CH:34][C:35]([N+:37]([O-])=O)=[CH:36][C:31]=2[O:30][CH2:29][CH2:28]1)[CH:24]([CH3:26])[CH3:25]. (2) Given the product [ClH:2].[Cl:24][C:25]1[CH:31]=[CH:30][C:28]([NH:29][C:3]2[C:12]3[C:7](=[CH:8][C:9]([O:15][CH2:16][CH2:17][CH2:18][N:19]4[CH2:23][CH2:22][CH2:21][CH2:20]4)=[C:10]([O:13][CH3:14])[CH:11]=3)[N:6]=[N:5][CH:4]=2)=[C:27]([F:32])[CH:26]=1, predict the reactants needed to synthesize it. The reactants are: Cl.[Cl:2][C:3]1[C:12]2[C:7](=[CH:8][C:9]([O:15][CH2:16][CH2:17][CH2:18][N:19]3[CH2:23][CH2:22][CH2:21][CH2:20]3)=[C:10]([O:13][CH3:14])[CH:11]=2)[N:6]=[N:5][CH:4]=1.[Cl:24][C:25]1[CH:31]=[CH:30][C:28]([NH2:29])=[C:27]([F:32])[CH:26]=1.Cl. (3) Given the product [OH:23][C:22]1[C:9]2[CH:10]=[N:11][N:12]([CH2:13][C:14]3[CH:19]=[CH:18][C:17]([O:20][CH3:21])=[CH:16][CH:15]=3)[C:8]=2[C:6](=[O:7])[N:5]([CH3:26])[C:4]=1[C:3]([O:2][CH3:1])=[O:27], predict the reactants needed to synthesize it. The reactants are: [CH3:1][O:2][C:3](=[O:27])[CH2:4][N:5]([CH3:26])[C:6]([C:8]1[N:12]([CH2:13][C:14]2[CH:19]=[CH:18][C:17]([O:20][CH3:21])=[CH:16][CH:15]=2)[N:11]=[CH:10][C:9]=1[C:22](OC)=[O:23])=[O:7].[H-].[Na+].[NH4+].[Cl-].O. (4) Given the product [Cl:35][C:34]1[CH:33]=[N:32][N:31]([CH3:36])[C:30]=1[C:12]1[CH:13]=[C:14]([NH:17][C:18](=[O:29])[C:19]2[CH:24]=[CH:23][CH:22]=[C:21]([C:25]([F:27])([F:28])[F:26])[CH:20]=2)[CH:15]=[CH:16][C:11]=1[O:10][CH2:9][CH2:8][N:5]1[CH2:4][CH2:3][CH:2]([NH:1][S:38]([CH3:37])(=[O:40])=[O:39])[CH2:7][CH2:6]1, predict the reactants needed to synthesize it. The reactants are: [NH2:1][CH:2]1[CH2:7][CH2:6][N:5]([CH2:8][CH2:9][O:10][C:11]2[CH:16]=[CH:15][C:14]([NH:17][C:18](=[O:29])[C:19]3[CH:24]=[CH:23][CH:22]=[C:21]([C:25]([F:28])([F:27])[F:26])[CH:20]=3)=[CH:13][C:12]=2[C:30]2[N:31]([CH3:36])[N:32]=[CH:33][C:34]=2[Cl:35])[CH2:4][CH2:3]1.[CH3:37][S:38](Cl)(=[O:40])=[O:39]. (5) The reactants are: [C:1]([C:3]1[CH:4]=[C:5]([N:9]=[C:10]=[S:11])[CH:6]=[CH:7][CH:8]=1)#[N:2].[CH3:12][C:13]([CH3:18])([CH3:17])[CH:14]([NH2:16])[CH3:15]. Given the product [C:1]([C:3]1[CH:4]=[C:5]([NH:9][C:10]([NH:16][CH:14]([CH3:15])[C:13]([CH3:18])([CH3:17])[CH3:12])=[S:11])[CH:6]=[CH:7][CH:8]=1)#[N:2], predict the reactants needed to synthesize it. (6) Given the product [NH:3]1[CH2:9][CH2:8][CH2:7][CH:6]([O:10][C:11]2[CH:19]=[CH:18][C:17]3[NH:16][N:15]=[CH:14][C:13]=3[C:12]=2[C:20]([NH2:21])=[O:1])[CH2:5][CH2:4]1, predict the reactants needed to synthesize it. The reactants are: [OH-:1].[K+].[NH:3]1[CH2:9][CH2:8][CH2:7][CH:6]([O:10][C:11]2[CH:19]=[CH:18][C:17]3[NH:16][N:15]=[CH:14][C:13]=3[C:12]=2[C:20]#[N:21])[CH2:5][CH2:4]1. (7) Given the product [C:16]1([C@@H:1]([NH:7][C:8]([N:10]2[CH2:11][CH2:12][CH:13]([C:16]3[CH:21]=[C:20]([F:22])[C:19]([OH:23])=[CH:18][C:17]=3[OH:31])[CH2:14][CH2:15]2)=[O:9])[CH3:2])[CH:21]=[CH:20][CH:19]=[CH:18][CH:17]=1, predict the reactants needed to synthesize it. The reactants are: [C:1]1([NH:7][C:8]([N:10]2[CH2:15][CH2:14][CH:13]([C:16]3[CH:21]=[C:20]([F:22])[C:19]([O:23]CC4C=CC=CC=4)=[CH:18][C:17]=3[O:31]CC3C=CC=CC=3)[CH2:12][CH2:11]2)=[O:9])C=CC=C[CH:2]=1.CO. (8) Given the product [Cl:13][C:7]1[CH:8]=[C:9]([F:12])[CH:10]=[CH:11][C:6]=1[CH:5]1[CH2:4][CH2:3][CH2:2][N:33]2[C:16]([C:19]3[CH:24]=[CH:23][C:22]([C:25]4[O:29][C:28]([CH3:30])=[N:27][CH:26]=4)=[C:21]([O:31][CH3:32])[CH:20]=3)=[N:17][N:18]=[C:14]12, predict the reactants needed to synthesize it. The reactants are: Cl[CH2:2][CH2:3][CH2:4][CH:5]([C:14]1O[C:16]([C:19]2[CH:24]=[CH:23][C:22]([C:25]3[O:29][C:28]([CH3:30])=[N:27][CH:26]=3)=[C:21]([O:31][CH3:32])[CH:20]=2)=[N:17][N:18]=1)[C:6]1[CH:11]=[CH:10][C:9]([F:12])=[CH:8][C:7]=1[Cl:13].[N-:33]=[N+]=[N-].[Na+].C1(P(C2C=CC=CC=2)C2C=CC=CC=2)C=CC=CC=1. (9) Given the product [CH3:1][O:2][C:3]1[CH:4]=[C:5]([N:12]2[CH2:17][CH2:16][N:15]([CH2:18][CH:19]([CH3:22])[CH3:20])[CH2:14][CH2:13]2)[CH:6]=[CH:7][C:8]=1[N+:9]([O-:11])=[O:10], predict the reactants needed to synthesize it. The reactants are: [CH3:1][O:2][C:3]1[CH:4]=[C:5]([N:12]2[CH2:17][CH2:16][NH:15][CH2:14][CH2:13]2)[CH:6]=[CH:7][C:8]=1[N+:9]([O-:11])=[O:10].[CH3:18][CH:19]([CH3:22])[CH2:20]I.C(=O)([O-])[O-].[K+].[K+]. (10) Given the product [F:11][C:8]1[CH:9]=[CH:10][C:5]2[N:6]([C:2]([N:13]([CH3:12])[CH2:14][CH2:15][N:16]([CH3:18])[CH3:17])=[N:3][N:4]=2)[CH:7]=1, predict the reactants needed to synthesize it. The reactants are: Cl[C:2]1[N:6]2[CH:7]=[C:8]([F:11])[CH:9]=[CH:10][C:5]2=[N:4][N:3]=1.[CH3:12][NH:13][CH2:14][CH2:15][N:16]([CH3:18])[CH3:17].N.